Task: Predict the reaction yield, written as a fraction of the theoretical maximum amount of product (1.0 means a 100% yield; for example, 0.34 means a 34% yield).. Dataset: Reaction yield outcomes from USPTO patents with 853,638 reactions (1) The reactants are [CH3:1][N:2]([CH3:48])[CH2:3][CH2:4][CH2:5][N:6]1[CH:10]=[C:9]([C:11]2[C:19]3[C:18]([NH:20][C@H:21]([C:23]4[N:28]([C:29]5[CH:34]=[CH:33][CH:32]=[CH:31][CH:30]=5)[C:27](=[O:35])[C:26]5=[C:36]([CH3:39])[CH:37]=[CH:38][N:25]5[N:24]=4)[CH3:22])=[N:17][CH:16]=[N:15][C:14]=3[N:13](COCC[Si](C)(C)C)[CH:12]=2)[CH:8]=[N:7]1.FC(F)(F)C(O)=O.N. No catalyst specified. The product is [CH3:48][N:2]([CH3:1])[CH2:3][CH2:4][CH2:5][N:6]1[CH:10]=[C:9]([C:11]2[C:19]3[C:18]([NH:20][C@H:21]([C:23]4[N:28]([C:29]5[CH:34]=[CH:33][CH:32]=[CH:31][CH:30]=5)[C:27](=[O:35])[C:26]5=[C:36]([CH3:39])[CH:37]=[CH:38][N:25]5[N:24]=4)[CH3:22])=[N:17][CH:16]=[N:15][C:14]=3[NH:13][CH:12]=2)[CH:8]=[N:7]1. The yield is 0.420. (2) The reactants are [O:1]=[C:2]1[NH:6][C:5]2[CH:7]=[CH:8][C:9]([C:11]([OH:13])=O)=[CH:10][C:4]=2[S:3]1.[NH:14]1[CH2:19][CH2:18][CH2:17][C@@H:16]2[C:20]3[CH:21]=[CH:22][CH:23]=[CH:24][C:25]=3[CH2:26][C@H:15]12.F[P-](F)(F)(F)(F)F.N1(OC(N(C)C)=[N+](C)C)C2N=CC=CC=2N=N1. No catalyst specified. The product is [N:14]1([C:11]([C:9]2[CH:8]=[CH:7][C:5]3[NH:6][C:2](=[O:1])[S:3][C:4]=3[CH:10]=2)=[O:13])[CH2:19][CH2:18][CH2:17][C@@H:16]2[C:20]3[CH:21]=[CH:22][CH:23]=[CH:24][C:25]=3[CH2:26][C@H:15]12. The yield is 0.740. (3) The reactants are [C:1]([O:5][C:6]([N:8]1[CH2:13][CH2:12][NH:11][CH2:10][C@@H:9]1[C@@H:14]([OH:37])[C@H:15]([N:23]=[C:24]([C:31]1[CH:36]=[CH:35][CH:34]=[CH:33][CH:32]=1)[C:25]1[CH:30]=[CH:29][CH:28]=[CH:27][CH:26]=1)[CH2:16][C:17]1[CH:22]=[CH:21][CH:20]=[CH:19][CH:18]=1)=[O:7])([CH3:4])([CH3:3])[CH3:2].[CH3:38][CH:39]([CH3:46])[CH2:40][CH2:41][CH2:42][C:43](O)=[O:44].CCN=C=NCCCN(C)C.C1C=CC2N(O)N=NC=2C=1.C(N(CC)CC)C.CN(C1C=CC=CN=1)C. The catalyst is ClCCl. The product is [C:1]([O:5][C:6]([N:8]1[CH2:13][CH2:12][N:11]([C:43](=[O:44])[CH2:42][CH2:41][CH2:40][CH:39]([CH3:46])[CH3:38])[CH2:10][C@@H:9]1[C@@H:14]([OH:37])[C@H:15]([N:23]=[C:24]([C:25]1[CH:26]=[CH:27][CH:28]=[CH:29][CH:30]=1)[C:31]1[CH:32]=[CH:33][CH:34]=[CH:35][CH:36]=1)[CH2:16][C:17]1[CH:22]=[CH:21][CH:20]=[CH:19][CH:18]=1)=[O:7])([CH3:4])([CH3:2])[CH3:3]. The yield is 0.760. (4) The reactants are C[SiH](C)C.[N:5]1[CH:10]=[CH:9][CH:8]=[CH:7][C:6]=1[OH:11].[C:12]([O-])([O-])=O.[K+].[K+].[CH3:18][C:19]([CH3:21])=O. No catalyst specified. The product is [CH2:18]([N:5]1[CH:10]=[CH:9][CH:8]=[CH:7][C:6]1=[O:11])[CH2:19][C:21]#[CH:12]. The yield is 0.0500. (5) The reactants are ON=[CH:3][C:4]([NH:6][C:7]1[CH:8]=[C:9]2[C:13](=[CH:14][CH:15]=1)[CH2:12][CH2:11][CH2:10]2)=[O:5].S(=O)(=O)(O)[OH:17]. No catalyst specified. The product is [NH:6]1[C:7]2[C:15](=[CH:14][C:13]3[CH2:12][CH2:11][CH2:10][C:9]=3[CH:8]=2)[C:3](=[O:17])[C:4]1=[O:5]. The yield is 0.770.